This data is from Forward reaction prediction with 1.9M reactions from USPTO patents (1976-2016). The task is: Predict the product of the given reaction. Given the reactants C([O:3][C:4]([C:6]1[CH:7]=[N:8][N:9]([CH3:16])[C:10]=1[N:11]1[CH:15]=[CH:14][CH:13]=[CH:12]1)=[O:5])C.[Li+].[OH-], predict the reaction product. The product is: [CH3:16][N:9]1[C:10]([N:11]2[CH:15]=[CH:14][CH:13]=[CH:12]2)=[C:6]([C:4]([OH:5])=[O:3])[CH:7]=[N:8]1.